This data is from Peptide-MHC class I binding affinity with 185,985 pairs from IEDB/IMGT. The task is: Regression. Given a peptide amino acid sequence and an MHC pseudo amino acid sequence, predict their binding affinity value. This is MHC class I binding data. The peptide sequence is TTIGTIAGGV. The MHC is HLA-A02:01 with pseudo-sequence HLA-A02:01. The binding affinity (normalized) is 0.364.